The task is: Regression/Classification. Given a drug SMILES string, predict its absorption, distribution, metabolism, or excretion properties. Task type varies by dataset: regression for continuous measurements (e.g., permeability, clearance, half-life) or binary classification for categorical outcomes (e.g., BBB penetration, CYP inhibition). Dataset: cyp2c19_veith.. This data is from CYP2C19 inhibition data for predicting drug metabolism from PubChem BioAssay. (1) The result is 0 (non-inhibitor). The compound is Cc1ccc(-c2cnc(NC(=O)CCC(=O)N3CCCCC3)n2C)cc1. (2) The molecule is O=C(c1n[nH]c(=O)c2ccccc12)N1CCN(C2c3ccccc3-c3ccccc32)CC1. The result is 1 (inhibitor). (3) The compound is COc1ccc(NC(=O)N2CCC3(CC2)CCN(S(C)(=O)=O)CC3)cc1. The result is 1 (inhibitor). (4) The drug is CC(=O)Nc1nc(NC(C)=O)c2[nH]c(CO)nc2n1. The result is 0 (non-inhibitor). (5) The molecule is Cc1ccc(C(=N)c2ccccc2Cc2cccc3ccccc23)c2ccccc12. The result is 1 (inhibitor). (6) The result is 0 (non-inhibitor). The compound is CN1[C@H]2CC(=O)C[C@@H]1[C@@H](O)C2.